This data is from Full USPTO retrosynthesis dataset with 1.9M reactions from patents (1976-2016). The task is: Predict the reactants needed to synthesize the given product. (1) Given the product [ClH:24].[CH3:19][C:17]1[N:18]=[C:14]([N:11]2[CH2:10][CH2:9][NH:8][CH2:13][CH2:12]2)[S:15][C:16]=1[C:20]([F:23])([F:21])[F:22], predict the reactants needed to synthesize it. The reactants are: C(OC([N:8]1[CH2:13][CH2:12][N:11]([C:14]2[S:15][C:16]([C:20]([F:23])([F:22])[F:21])=[C:17]([CH3:19])[N:18]=2)[CH2:10][CH2:9]1)=O)(C)(C)C.[ClH:24]. (2) Given the product [Cl:3][C:4]1[CH:5]=[N:6][CH:7]=[C:8]([Cl:25])[C:9]=1[NH:10][C:11]1[C:20]2[C:15](=[C:16]([O:23][CH2:27][CH2:28][CH2:29][CH2:30][CH2:31][C:32]([O:34][CH2:35][CH3:36])=[O:33])[C:17]([O:21][CH3:22])=[CH:18][CH:19]=2)[NH:14][C:13](=[O:24])[CH:12]=1, predict the reactants needed to synthesize it. The reactants are: [H-].[Na+].[Cl:3][C:4]1[CH:5]=[N:6][CH:7]=[C:8]([Cl:25])[C:9]=1[NH:10][C:11]1[C:20]2[C:15](=[C:16]([OH:23])[C:17]([O:21][CH3:22])=[CH:18][CH:19]=2)[NH:14][C:13](=[O:24])[CH:12]=1.Br[CH2:27][CH2:28][CH2:29][CH2:30][CH2:31][C:32]([O:34][CH2:35][CH3:36])=[O:33]. (3) Given the product [Cl:1][C:2]1[CH:7]=[CH:6][CH:5]=[CH:4][C:3]=1[N:8]1[C:16]2[C:15](=[O:17])[NH:14][C:13]([O:26][CH:41]3[CH2:44][CH2:43][CH2:42]3)=[N:12][C:11]=2[N:10]=[C:9]1[N:27]1[CH2:32][CH2:31][NH:30][CH2:29][CH2:28]1, predict the reactants needed to synthesize it. The reactants are: [Cl:1][C:2]1[CH:7]=[CH:6][CH:5]=[CH:4][C:3]=1[N:8]1[C:16]2[C:15](=[O:17])[N:14](COC(=O)C(C)(C)C)[C:13](=[O:26])[NH:12][C:11]=2[N:10]=[C:9]1[N:27]1[CH2:32][CH2:31][N:30](C(OC(C)(C)C)=O)[CH2:29][CH2:28]1.Br[CH:41]1[CH2:44][CH2:43][CH2:42]1.C(=O)([O-])[O-].[K+].[K+].C(OCC)(=O)C.